From a dataset of Catalyst prediction with 721,799 reactions and 888 catalyst types from USPTO. Predict which catalyst facilitates the given reaction. Product: [C:32]([O:31][C@H:30]1[C@@H:40]([O:41][C:42](=[O:49])[C:43]2[CH:48]=[CH:47][CH:46]=[CH:45][CH:44]=2)[C@H:50]([CH2:52][O:53][C:54](=[O:61])[C:55]2[CH:56]=[CH:57][CH:58]=[CH:59][CH:60]=2)[O:51][C@@H:29]1[N:15]1[CH:20]=[CH:19][C:18](=[O:21])[C:17]([C:22]([NH2:24])=[O:23])=[CH:16]1)(=[O:39])[C:33]1[CH:38]=[CH:37][CH:36]=[CH:35][CH:34]=1. Reactant: C[Si](C)(C)N[Si](C)(C)C.Cl[Si](C)(C)C.[N:15]1[CH:20]=[CH:19][C:18](=[O:21])[CH:17]([C:22]([NH2:24])=[O:23])[CH:16]=1.C(O[CH:29]1[O:51][C@@H:50]([CH2:52][O:53][C:54](=[O:61])[C:55]2[CH:60]=[CH:59][CH:58]=[CH:57][CH:56]=2)[C@H:40]([O:41][C:42](=[O:49])[C:43]2[CH:48]=[CH:47][CH:46]=[CH:45][CH:44]=2)[C@@H:30]1[O:31][C:32](=[O:39])[C:33]1[CH:38]=[CH:37][CH:36]=[CH:35][CH:34]=1)(=O)C.Cl[Sn](Cl)(Cl)Cl. The catalyst class is: 326.